This data is from Forward reaction prediction with 1.9M reactions from USPTO patents (1976-2016). The task is: Predict the product of the given reaction. (1) Given the reactants [C:1]([N:8]1[CH2:13][CH2:12][NH:11][C@H:10]([CH3:14])[CH2:9]1)([O:3][C:4]([CH3:7])([CH3:6])[CH3:5])=[O:2].C(N(CC)CC)C.Cl[C:23]([O:25][CH2:26][CH3:27])=[O:24], predict the reaction product. The product is: [CH2:26]([O:25][C:23]([N:11]1[CH2:12][CH2:13][N:8]([C:1]([O:3][C:4]([CH3:7])([CH3:6])[CH3:5])=[O:2])[CH2:9][C@H:10]1[CH3:14])=[O:24])[CH3:27]. (2) Given the reactants [Br:1][C:2]1[CH:10]=[CH:9][C:8]([O:11][CH3:12])=[CH:7][C:3]=1[C:4]([OH:6])=O.BrC1C=CC(Cl)=CC=1[CH2:21][O:22][CH2:23]OC, predict the reaction product. The product is: [Br:1][C:2]1[CH:10]=[CH:9][C:8]([O:11][CH3:12])=[CH:7][C:3]=1[CH2:4][O:6][CH2:21][O:22][CH3:23]. (3) Given the reactants [Cl:1][C:2]1[CH:7]=[C:6]([O:8]C)[CH:5]=[CH:4][C:3]=1[CH:10]([CH3:23])[C:11]([C:17]1[CH:22]=[CH:21][N:20]=[CH:19][CH:18]=1)([OH:16])[C:12]([F:15])([F:14])[F:13].Br, predict the reaction product. The product is: [Cl:1][C:2]1[CH:7]=[C:6]([OH:8])[CH:5]=[CH:4][C:3]=1[CH:10]([CH3:23])[C:11]([OH:16])([C:17]1[CH:18]=[CH:19][N:20]=[CH:21][CH:22]=1)[C:12]([F:15])([F:13])[F:14]. (4) Given the reactants [OH:1][C:2]1[CH:10]=[CH:9][CH:8]=[C:7]2[C:3]=1[CH:4]=[CH:5][N:6]2[CH2:11][OH:12].[CH3:13][O:14][C:15]1[CH:16]=[C:17]([CH:20]=[C:21]([O:25][CH3:26])[C:22]=1[O:23][CH3:24])[CH:18]=O.[C:27](#[N:31])[CH2:28][C:29]#[N:30], predict the reaction product. The product is: [NH2:31][C:27]1[O:1][C:2]2[C:10]([CH:18]([C:17]3[CH:16]=[C:15]([O:14][CH3:13])[C:22]([O:23][CH3:24])=[C:21]([O:25][CH3:26])[CH:20]=3)[C:28]=1[C:29]#[N:30])=[CH:9][CH:8]=[C:7]1[N:6]([CH2:11][OH:12])[CH:5]=[CH:4][C:3]=21. (5) Given the reactants [Br:1][C:2]1[C:7]2=[N:8][S:9][N:10]=[C:6]2[C:5]([CH2:11]Br)=[CH:4][CH:3]=1.C(=O)([O-])[O-:14].[K+].[K+], predict the reaction product. The product is: [Br:1][C:2]1[C:7]2[C:6](=[N:10][S:9][N:8]=2)[C:5]([CH2:11][OH:14])=[CH:4][CH:3]=1. (6) The product is: [NH2:17][C:12]1[CH:13]=[CH:14][CH:15]=[CH:16][C:11]=1[CH2:10][N:5]1[CH2:4][CH2:3][CH:2]([CH3:1])[CH2:8][O:7][C:6]1=[O:9]. Given the reactants [CH3:1][CH:2]1[CH2:8][O:7][C:6](=[O:9])[N:5]([CH2:10][C:11]2[CH:16]=[CH:15][CH:14]=[CH:13][C:12]=2[N+:17]([O-])=O)[CH2:4][CH2:3]1.[Cl-].[NH4+].O, predict the reaction product. (7) Given the reactants [Cl:1][C:2]1[CH:7]=[CH:6][C:5]([CH2:8][C:9](Cl)=[O:10])=[CH:4][CH:3]=1.[NH2:12][C:13](=[N:19]O)[C:14]([O:16][CH2:17][CH3:18])=[O:15].C(N(CC)C(C)C)(C)C.O, predict the reaction product. The product is: [Cl:1][C:2]1[CH:7]=[CH:6][C:5]([CH2:8][C:9]2[O:10][N:19]=[C:13]([C:14]([O:16][CH2:17][CH3:18])=[O:15])[N:12]=2)=[CH:4][CH:3]=1.